Dataset: Catalyst prediction with 721,799 reactions and 888 catalyst types from USPTO. Task: Predict which catalyst facilitates the given reaction. (1) Reactant: [NH2:1][C:2]1([C:8]([OH:10])=[O:9])[CH2:7][CH2:6][CH2:5][CH2:4][CH2:3]1.[CH3:11][Si](C=[N+]=[N-])(C)C. Product: [CH3:11][O:9][C:8]([C:2]1([NH2:1])[CH2:7][CH2:6][CH2:5][CH2:4][CH2:3]1)=[O:10]. The catalyst class is: 98. (2) Reactant: [CH3:1][CH:2]1[C:8]2=[C:9]3[C:13](=[CH:14][CH:15]=[C:7]2[O:6][CH2:5][CH2:4][N:3]1[C:25]([O:27][C:28]([CH3:31])([CH3:30])[CH3:29])=[O:26])[N:12](S(C1C=CC=CC=1)(=O)=O)[CH:11]=[CH:10]3.[OH-].[Na+]. Product: [CH3:1][CH:2]1[C:8]2=[C:9]3[C:13](=[CH:14][CH:15]=[C:7]2[O:6][CH2:5][CH2:4][N:3]1[C:25]([O:27][C:28]([CH3:29])([CH3:31])[CH3:30])=[O:26])[NH:12][CH:11]=[CH:10]3. The catalyst class is: 14. (3) Reactant: [CH3:1][C:2]1[CH:6]=[CH:5][NH:4][C:3]=1[C:7]([OH:9])=O.C(Cl)(=O)C(Cl)=O.[NH2:16][C:17]1[C:18]([CH3:23])=[CH:19][CH:20]=[CH:21][CH:22]=1. Product: [CH3:1][C:2]1[CH:6]=[CH:5][NH:4][C:3]=1[C:7]([NH:16][C:17]1[CH:22]=[CH:21][CH:20]=[CH:19][C:18]=1[CH3:23])=[O:9]. The catalyst class is: 139. (4) Reactant: [Cl:1][C:2]1[N:7]=[CH:6][C:5]([C:8]2[C:12]([CH:13]=O)=[CH:11][NH:10][N:9]=2)=[CH:4][CH:3]=1.[CH3:15][C@@H:16]1[CH2:21][NH:20][CH2:19][CH2:18][N:17]1[C:22]1[CH:27]=[CH:26][C:25]([C:28]([F:31])([F:30])[F:29])=[CH:24][N:23]=1.C(O)(=O)C.C(O[BH-](OC(=O)C)OC(=O)C)(=O)C.[Na+]. Product: [Cl:1][C:2]1[N:7]=[CH:6][C:5]([C:8]2[C:12]([CH2:13][N:20]3[CH2:19][CH2:18][N:17]([C:22]4[CH:27]=[CH:26][C:25]([C:28]([F:31])([F:29])[F:30])=[CH:24][N:23]=4)[C@H:16]([CH3:15])[CH2:21]3)=[CH:11][NH:10][N:9]=2)=[CH:4][CH:3]=1. The catalyst class is: 26. (5) Reactant: Cl[C:2]1[N:7]=[C:6]([NH:8][C@H:9]([C:11]2[CH:16]=[CH:15][C:14]([Cl:17])=[CH:13][CH:12]=2)[CH3:10])[N:5]=[C:4]([N:18]2[CH2:23][CH2:22][N:21]([S:24]([CH3:27])(=[O:26])=[O:25])[CH2:20][CH2:19]2)[CH:3]=1.[NH2:28][C:29]1[CH:34]=[N:33][CH:32]=[CH:31][N:30]=1.C1(P(C2CCCCC2)C2C=CC=CC=2C2C(C(C)C)=CC(C(C)C)=CC=2C(C)C)CCCCC1.CC(C)([O-])C.[Na+]. Product: [Cl:17][C:14]1[CH:15]=[CH:16][C:11]([C@@H:9]([NH:8][C:6]2[N:7]=[C:2]([NH:28][C:29]3[CH:34]=[N:33][CH:32]=[CH:31][N:30]=3)[CH:3]=[C:4]([N:18]3[CH2:23][CH2:22][N:21]([S:24]([CH3:27])(=[O:25])=[O:26])[CH2:20][CH2:19]3)[N:5]=2)[CH3:10])=[CH:12][CH:13]=1. The catalyst class is: 11. (6) Reactant: C([Li])(C)(C)C.Br[C:7]1[CH:12]=[CH:11][N:10]=[C:9]([O:13][CH2:14][C:15]([F:18])([F:17])[F:16])[CH:8]=1.[Br:19][C:20]1[CH:21]=[C:22]([C:26]([C:34]2[C:35]([C:40]#[N:41])=[N:36][CH:37]=[CH:38][CH:39]=2)=[N:27]S(C(C)(C)C)=O)[CH:23]=[CH:24][CH:25]=1.CO. Product: [Br:19][C:20]1[CH:21]=[C:22]([C:26]2([C:7]3[CH:12]=[CH:11][N:10]=[C:9]([O:13][CH2:14][C:15]([F:18])([F:17])[F:16])[CH:8]=3)[C:34]3[C:35](=[N:36][CH:37]=[CH:38][CH:39]=3)[C:40]([NH2:41])=[N:27]2)[CH:23]=[CH:24][CH:25]=1. The catalyst class is: 1. (7) Reactant: [C:1]([NH:3][C:4](=[N:12][C:13]1[CH:18]=[CH:17][C:16]([N:19]2[CH2:24][CH2:23][O:22][CH2:21][CH2:20]2)=[CH:15][C:14]=1[Cl:25])OC1C=CC=CC=1)#[N:2].[NH:26]([C:28]1[CH:33]=[CH:32][CH:31]=[CH:30][N:29]=1)[NH2:27].ClCCl. Product: [Cl:25][C:14]1[CH:15]=[C:16]([N:19]2[CH2:20][CH2:21][O:22][CH2:23][CH2:24]2)[CH:17]=[CH:18][C:13]=1[NH:12][C:4]1[N:3]=[C:1]([NH2:2])[N:26]([C:28]2[CH:33]=[CH:32][CH:31]=[CH:30][N:29]=2)[N:27]=1. The catalyst class is: 32.